This data is from Forward reaction prediction with 1.9M reactions from USPTO patents (1976-2016). The task is: Predict the product of the given reaction. (1) Given the reactants [CH3:1][O:2][NH:3][C:4]([C:6]1[C:7](=[O:29])[C:8]2[CH:13]=[N:12][C:11](S(C)(=O)=O)=[N:10][C:9]=2[N:18]([C:20]2[CH:21]=[C:22]3[C:26](=[CH:27][CH:28]=2)[CH2:25][CH2:24][CH2:23]3)[CH:19]=1)=[O:5].[CH3:30][N:31]1[CH2:36][CH2:35][N:34]([CH2:37][CH2:38][C:39]2[CH:40]=[C:41]([NH2:45])[CH:42]=[CH:43][CH:44]=2)[CH2:33][CH2:32]1, predict the reaction product. The product is: [CH3:1][O:2][NH:3][C:4]([C:6]1[C:7](=[O:29])[C:8]2[CH:13]=[N:12][C:11]([NH:45][C:41]3[CH:42]=[CH:43][CH:44]=[C:39]([CH2:38][CH2:37][N:34]4[CH2:33][CH2:32][N:31]([CH3:30])[CH2:36][CH2:35]4)[CH:40]=3)=[N:10][C:9]=2[N:18]([C:20]2[CH:21]=[C:22]3[C:26](=[CH:27][CH:28]=2)[CH2:25][CH2:24][CH2:23]3)[CH:19]=1)=[O:5]. (2) Given the reactants [Cl:1][C:2]1[C:3]([OH:11])=[C:4]([CH:7]=[C:8]([I:10])[CH:9]=1)[CH:5]=O.[F:12][C:13]([F:22])([F:21])/[CH:14]=[CH:15]/[C:16]([O:18][CH2:19][CH3:20])=[O:17].C([O-])([O-])=O.[K+].[K+].O, predict the reaction product. The product is: [Cl:1][C:2]1[CH:9]=[C:8]([I:10])[CH:7]=[C:4]2[C:3]=1[O:11][CH:14]([C:13]([F:12])([F:22])[F:21])[C:15]([C:16]([O:18][CH2:19][CH3:20])=[O:17])=[CH:5]2. (3) Given the reactants [CH3:1][O:2][C:3](=[O:22])[C@@H:4]1[CH2:8][CH2:7][CH2:6][N:5]1[CH2:9][C:10]1[S:11][C:12]([C:15]([O:17][C:18]([CH3:21])([CH3:20])C)=[O:16])=[CH:13][CH:14]=1.[F:23][C:24]([F:29])([F:28])[C:25]([OH:27])=[O:26].Cl.OC1C=[CH:39][C:35]([C:36]([NH2:38])=[NH:37])=[CH:34]C=1.CCN=C=NCCCN(C)C.Cl, predict the reaction product. The product is: [F:23][C:24]([F:29])([F:28])[C:25]([OH:27])=[O:26].[F:23][C:24]([F:29])([F:28])[C:25]([OH:27])=[O:26].[F:23][C:24]([F:29])([F:28])[C:25]([OH:27])=[O:26].[CH3:1][O:2][C:3](=[O:22])[C@@H:4]1[CH2:8][CH2:7][CH2:6][N:5]1[CH2:9][C:10]1[S:11][C:12]([C:15]([O:17][C:18]2[CH:20]=[CH:39][C:35]([C:36](=[NH:37])[NH2:38])=[CH:34][CH:21]=2)=[O:16])=[CH:13][CH:14]=1.